This data is from CYP1A2 inhibition data for predicting drug metabolism from PubChem BioAssay. The task is: Regression/Classification. Given a drug SMILES string, predict its absorption, distribution, metabolism, or excretion properties. Task type varies by dataset: regression for continuous measurements (e.g., permeability, clearance, half-life) or binary classification for categorical outcomes (e.g., BBB penetration, CYP inhibition). Dataset: cyp1a2_veith. (1) The molecule is Nc1cccc2cnccc12. The result is 1 (inhibitor). (2) The compound is Cc1ccc(CSc2nnc([C@@H]3CCCN3)o2)cc1.Cl. The result is 1 (inhibitor). (3) The drug is Cc1ccc(C)c(NC(=O)c2ncn[nH]2)c1. The result is 1 (inhibitor). (4) The molecule is CN(C)Cc1c[nH]c2ccccc12. The result is 0 (non-inhibitor). (5) The molecule is COc1cccc(NC(=S)NN2CCN(C)CC2)c1. The result is 0 (non-inhibitor). (6) The compound is CC1(C)O[C@H]2O[C@@H]([C@H](O)CON3C(=O)c4ccccc4C3=O)[C@H](O)[C@H]2O1. The result is 0 (non-inhibitor).